Dataset: TCR-epitope binding with 47,182 pairs between 192 epitopes and 23,139 TCRs. Task: Binary Classification. Given a T-cell receptor sequence (or CDR3 region) and an epitope sequence, predict whether binding occurs between them. (1) The epitope is KLWAQCVQL. The TCR CDR3 sequence is CASSYLAGPWAGELFF. Result: 0 (the TCR does not bind to the epitope). (2) Result: 0 (the TCR does not bind to the epitope). The epitope is EHPTFTSQYRIQGKL. The TCR CDR3 sequence is CASSSAPDGRNTGELFF. (3) The epitope is LLLGIGILV. The TCR CDR3 sequence is CASSPTREVGHGQFF. Result: 1 (the TCR binds to the epitope). (4) The epitope is ILKEPVHGV. The TCR CDR3 sequence is CASSRTSTDTQYF. Result: 0 (the TCR does not bind to the epitope). (5) The epitope is EILDITPCSF. The TCR CDR3 sequence is CASSFGRQGHGEQYF. Result: 1 (the TCR binds to the epitope).